From a dataset of Full USPTO retrosynthesis dataset with 1.9M reactions from patents (1976-2016). Predict the reactants needed to synthesize the given product. Given the product [CH2:11]([N:1]1[C:10]2[C:5](=[CH:6][CH:7]=[CH:8][CH:9]=2)[CH2:4][CH2:3][CH2:2]1)[C:12]1[CH:17]=[CH:16][CH:15]=[CH:14][CH:13]=1, predict the reactants needed to synthesize it. The reactants are: [NH:1]1[C:10]2[C:5](=[CH:6][CH:7]=[CH:8][CH:9]=2)[CH2:4][CH2:3][CH2:2]1.[CH2:11](Br)[C:12]1[CH:17]=[CH:16][CH:15]=[CH:14][CH:13]=1.C(N(C(C)C)CC)(C)C.